Predict the reaction yield, written as a fraction of the theoretical maximum amount of product (1.0 means a 100% yield; for example, 0.34 means a 34% yield). From a dataset of Reaction yield outcomes from USPTO patents with 853,638 reactions. (1) The reactants are C([N:20]1[CH:24]=[C:23]([C:25]2[CH:30]=[CH:29][CH:28]=[CH:27][C:26]=2[OH:31])[N:22]=[CH:21]1)(C1C=CC=CC=1)(C1C=CC=CC=1)C1C=CC=CC=1.[H-].[Na+].CC1C=CC(S(O[CH2:45][C:46]2[CH:51]=[CH:50][CH:49]=[C:48]([CH2:52][NH:53][C:54](=[O:56])[CH3:55])[CH:47]=2)(=O)=O)=CC=1.N1C=CN=C1.[CH2:62](Br)[C:63]1[CH:68]=[CH:67][CH:66]=[CH:65][CH:64]=1.[OH-].[Na+]. The catalyst is CN(C=O)C.O.CO.C(O)(=O)C. The product is [NH:20]1[CH:24]=[C:23]([C:25]2[CH:30]=[CH:29][CH:28]=[CH:27][C:26]=2[O:31][CH2:45][C:46]2[CH:47]=[C:48]([CH:49]=[CH:50][CH:51]=2)[CH2:52][N:53]([CH2:62][C:63]2[CH:68]=[CH:67][CH:66]=[CH:65][CH:64]=2)[C:54](=[O:56])[CH3:55])[N:22]=[CH:21]1. The yield is 0.630. (2) The reactants are CS([O:5][CH:6]1[CH2:10][CH2:9][N:8]([C:11]([O:13][C:14]([CH3:17])([CH3:16])[CH3:15])=[O:12])[CH2:7]1)(=O)=O.[OH:18][C:19]1[CH:24]=[CH:23][C:22]([C:25]([C:27]2[CH:32]=[CH:31][C:30](O)=[CH:29][CH:28]=2)=[O:26])=[CH:21][CH:20]=1.C([O-])([O-])=O.[K+].[K+].C(Cl)Cl. The catalyst is CN(C=O)C. The product is [OH:18][C:19]1[CH:20]=[CH:21][C:22]([C:25]([C:27]2[CH:32]=[CH:31][C:30]([O:5][CH:6]3[CH2:10][CH2:9][N:8]([C:11]([O:13][C:14]([CH3:17])([CH3:16])[CH3:15])=[O:12])[CH2:7]3)=[CH:29][CH:28]=2)=[O:26])=[CH:23][CH:24]=1. The yield is 0.460. (3) The reactants are [CH3:1][C:2]1[CH:3]=[CH:4][C:5]2[O:6][CH2:7][CH2:8][NH:9][C:10]=2[N:11]=1.[C:12](O[C:12]([O:14][C:15]([CH3:18])([CH3:17])[CH3:16])=[O:13])([O:14][C:15]([CH3:18])([CH3:17])[CH3:16])=[O:13]. No catalyst specified. The product is [C:15]([O:14][C:12]([N:9]1[CH2:8][CH2:7][O:6][C:5]2[CH:4]=[CH:3][C:2]([CH3:1])=[N:11][C:10]1=2)=[O:13])([CH3:18])([CH3:17])[CH3:16]. The yield is 0.800. (4) The reactants are Cl.Cl[CH2:3][C:4]1[C:9]([O:10][CH3:11])=[C:8]([O:12][CH3:13])[CH:7]=[CH:6][N:5]=1.[SH:14][C:15]1[NH:16][C:17]2[CH:23]=[C:22]([O:24][CH:25]([F:27])[F:26])[CH:21]=[CH:20][C:18]=2[N:19]=1.ClCCl.[OH-:31].[Na+:32]. The catalyst is [Br-].C([N+](CCCC)(CCCC)CCCC)CCC.O. The product is [CH3:13][O:12][C:8]1[CH:7]=[CH:6][N:5]=[C:4]([CH2:3][S+:14]([O-:31])[C:15]2[N-:19][C:18]3[CH:20]=[CH:21][C:22]([O:24][CH:25]([F:26])[F:27])=[CH:23][C:17]=3[N:16]=2)[C:9]=1[O:10][CH3:11].[Na+:32]. The yield is 0.830.